From a dataset of Catalyst prediction with 721,799 reactions and 888 catalyst types from USPTO. Predict which catalyst facilitates the given reaction. (1) Reactant: [CH3:1][C:2]1([CH3:9])[O:6][C@@H:5]([CH2:7][OH:8])[CH2:4][O:3]1.[CH3:10][C:11]1([CH3:29])[O:15][C@@H:14]([CH2:16][O:17][N:18]2C(=O)C3C(=CC=CC=3)C2=O)[CH2:13][O:12]1.CNN. The catalyst class is: 4. Product: [CH3:1][C:2]1([CH3:9])[O:6][C@@H:5]([CH2:7][OH:8])[CH2:4][O:3]1.[CH3:10][C:11]1([CH3:29])[O:15][C@@H:14]([CH2:16][O:17][NH2:18])[CH2:13][O:12]1. (2) Reactant: C[O:2][C:3]1[CH:4]=[C:5]2[C:10](=[CH:11][CH:12]=1)[C:9]([CH3:17])([C:13]([F:16])([F:15])[F:14])[O:8][CH2:7][CH2:6]2.Br. Product: [OH:2][C:3]1[CH:4]=[C:5]2[C:10](=[CH:11][CH:12]=1)[C:9]([CH3:17])([C:13]([F:16])([F:14])[F:15])[O:8][CH2:7][CH2:6]2. The catalyst class is: 52. (3) Reactant: N(CCCC(OC)=O)=[N+]=[N-].C(C1C=CC(OC)=CC=1)#C.[CH3:21][O:22][C:23]1[CH:28]=[CH:27][C:26]([C:29]2[N:30]=[N:31][N:32]([CH2:34][CH2:35][C:36]([OH:38])=O)[CH:33]=2)=[CH:25][CH:24]=1.[NH2:39][CH2:40][CH2:41][CH2:42][NH:43][C:44]1[C:53]2[C:48](=[CH:49][CH:50]=[CH:51][CH:52]=2)[C:47](=[O:54])[NH:46][N:45]=1.C(Cl)CCl.C(N(CC)CC)C. Product: [CH3:21][O:22][C:23]1[CH:24]=[CH:25][C:26]([C:29]2[N:30]=[N:31][N:32]([CH2:34][CH2:35][C:36]([NH:39][CH2:40][CH2:41][CH2:42][NH:43][C:44]3[C:53]4[C:48](=[CH:49][CH:50]=[CH:51][CH:52]=4)[C:47](=[O:54])[NH:46][N:45]=3)=[O:38])[CH:33]=2)=[CH:27][CH:28]=1. The catalyst class is: 887. (4) Reactant: C(=O)([O-])[O-].[K+].[K+].[NH:7]1[CH2:11][CH2:10][CH2:9][CH2:8]1.[CH2:12]([O:14][C:15](=[O:23])[C:16]1[CH:21]=[CH:20][C:19](Cl)=[N:18][CH:17]=1)[CH3:13].O. Product: [CH2:12]([O:14][C:15](=[O:23])[C:16]1[CH:21]=[CH:20][C:19]([N:7]2[CH2:11][CH2:10][CH2:9][CH2:8]2)=[N:18][CH:17]=1)[CH3:13]. The catalyst class is: 3. (5) Product: [Cl:37][C:38]1[C:39]([OH:49])=[C:40]([S:45]([N:15]([CH2:14][C:10]2[CH:9]=[C:8]([CH:13]=[CH:12][CH:11]=2)[C:7]([N:6]([CH2:5][C:4]2[CH:3]=[C:2]([Cl:1])[CH:35]=[C:34]([Cl:36])[CH:33]=2)[CH2:25][C:26]2[CH:27]=[CH:28][C:29]([F:32])=[CH:30][CH:31]=2)=[O:24])[CH2:16][C:17]2[CH:18]=[CH:19][C:20]([F:23])=[CH:21][CH:22]=2)(=[O:47])=[O:46])[CH:41]=[C:42]([Cl:44])[CH:43]=1. The catalyst class is: 1. Reactant: [Cl:1][C:2]1[CH:3]=[C:4]([CH:33]=[C:34]([Cl:36])[CH:35]=1)[CH2:5][N:6]([CH2:25][C:26]1[CH:31]=[CH:30][C:29]([F:32])=[CH:28][CH:27]=1)[C:7](=[O:24])[C:8]1[CH:13]=[CH:12][CH:11]=[C:10]([CH2:14][NH:15][CH2:16][C:17]2[CH:22]=[CH:21][C:20]([F:23])=[CH:19][CH:18]=2)[CH:9]=1.[Cl:37][C:38]1[C:39]([OH:49])=[C:40]([S:45](Cl)(=[O:47])=[O:46])[CH:41]=[C:42]([Cl:44])[CH:43]=1.CCN(CC)CC.